Dataset: Catalyst prediction with 721,799 reactions and 888 catalyst types from USPTO. Task: Predict which catalyst facilitates the given reaction. (1) Reactant: C[O:2][C:3]1[CH:8]=[CH:7][C:6]([C:9]2[C:10]([CH3:16])=[CH:11][C:12](=[O:15])[NH:13][N:14]=2)=[CH:5][CH:4]=1.[Cl-].[Al+3].[Cl-].[Cl-].O. Product: [OH:2][C:3]1[CH:8]=[CH:7][C:6]([C:9]2[C:10]([CH3:16])=[CH:11][C:12](=[O:15])[NH:13][N:14]=2)=[CH:5][CH:4]=1. The catalyst class is: 4. (2) Reactant: [C:1]1(C(O)=O)[C:11]2=[C:12]3[C:7](=[CH:8][CH:9]=[CH:10]2)[CH2:6][CH2:5][CH2:4][N:3]3[CH:2]=1.C([N:18]([CH2:21]C)CC)C.C1C=CC([O:29]P(OC2C=CC=CC=2)(N=[N+]=[N-])=O)=CC=1. Product: [N:18]([C:1]1[C:11]2=[C:12]3[C:7](=[CH:8][CH:9]=[CH:10]2)[CH2:6][CH2:5][CH2:4][N:3]3[CH:2]=1)=[C:21]=[O:29]. The catalyst class is: 11. (3) Reactant: [Br:1][C:2]1[CH:3]=[N:4][C:5]([N:8]2[C:16]3[C:11](=[CH:12][CH:13]=[C:14]([C:17]([O:19]C)=[O:18])[CH:15]=3)[C:10]3([CH2:22][CH2:21]3)[CH2:9]2)=[N:6][CH:7]=1.[Li+].[OH-]. Product: [Br:1][C:2]1[CH:7]=[N:6][C:5]([N:8]2[C:16]3[C:11](=[CH:12][CH:13]=[C:14]([C:17]([OH:19])=[O:18])[CH:15]=3)[C:10]3([CH2:21][CH2:22]3)[CH2:9]2)=[N:4][CH:3]=1. The catalyst class is: 87. (4) Reactant: Cl[CH2:2][CH2:3][C@H:4]([N:11]1[C:19](=[O:20])[C:18]2[C:13](=[CH:14][CH:15]=[CH:16][CH:17]=2)[C:12]1=[O:21])[C:5]1[CH:10]=[CH:9][CH:8]=[CH:7][CH:6]=1.[CH3:22][CH:23]([CH3:39])[C:24]([NH:26][C:27]1[CH:32]=[CH:31][CH:30]=[C:29]([CH:33]2[CH2:38][CH2:37][NH:36][CH2:35][CH2:34]2)[CH:28]=1)=[O:25].C([O-])([O-])=O.[K+].[K+].[Na+].[I-]. Product: [O:21]=[C:12]1[C:13]2[C:18](=[CH:17][CH:16]=[CH:15][CH:14]=2)[C:19](=[O:20])[N:11]1[C@H:4]([C:5]1[CH:10]=[CH:9][CH:8]=[CH:7][CH:6]=1)[CH2:3][CH2:2][N:36]1[CH2:37][CH2:38][CH:33]([C:29]2[CH:28]=[C:27]([NH:26][C:24](=[O:25])[CH:23]([CH3:22])[CH3:39])[CH:32]=[CH:31][CH:30]=2)[CH2:34][CH2:35]1. The catalyst class is: 18.